Dataset: Reaction yield outcomes from USPTO patents with 853,638 reactions. Task: Predict the reaction yield, written as a fraction of the theoretical maximum amount of product (1.0 means a 100% yield; for example, 0.34 means a 34% yield). (1) The reactants are [CH3:1][O:2][C:3]1[CH:8]=[CH:7][C:6]([S:9]([NH:12][CH2:13][C:14]2[CH:29]=[CH:28][C:17]([CH2:18][C:19]3[CH:24]=[CH:23][C:22]([N+:25]([O-])=O)=[CH:21][CH:20]=3)=[CH:16][CH:15]=2)(=[O:11])=[O:10])=[CH:5][CH:4]=1. The catalyst is C(OCC)(=O)C.[Pd]. The product is [CH3:1][O:2][C:3]1[CH:4]=[CH:5][C:6]([S:9]([NH:12][CH2:13][C:14]2[CH:15]=[CH:16][C:17]([CH2:18][C:19]3[CH:24]=[CH:23][C:22]([NH2:25])=[CH:21][CH:20]=3)=[CH:28][CH:29]=2)(=[O:10])=[O:11])=[CH:7][CH:8]=1. The yield is 0.870. (2) The reactants are [NH2:1][CH2:2][C:3]1[CH:4]=[C:5]([C:9]2[N:17]3[C:12]([C:13]([NH2:18])=[N:14][CH:15]=[N:16]3)=[C:11]([C:19]3[CH:20]=[CH:21][C:22]4[C:26]([CH:27]=3)=[N:25][N:24]([CH2:28][C:29]3[CH:34]=[CH:33][CH:32]=[CH:31][CH:30]=3)[CH:23]=4)[CH:10]=2)[CH:6]=[CH:7][CH:8]=1.[CH3:35][S:36](Cl)(=[O:38])=[O:37]. No catalyst specified. The product is [NH2:18][C:13]1[C:12]2=[C:11]([C:19]3[CH:20]=[CH:21][C:22]4[C:26]([CH:27]=3)=[N:25][N:24]([CH2:28][C:29]3[CH:34]=[CH:33][CH:32]=[CH:31][CH:30]=3)[CH:23]=4)[CH:10]=[C:9]([C:5]3[CH:4]=[C:3]([CH:8]=[CH:7][CH:6]=3)[CH2:2][NH:1][S:36]([CH3:35])(=[O:38])=[O:37])[N:17]2[N:16]=[CH:15][N:14]=1. The yield is 0.0800. (3) The product is [CH2:24]([O:9][C:10]([C:11]1[N:12]=[C:8]([C:4]2[CH:5]=[CH:6][CH:7]=[C:2]([Cl:1])[CH:3]=2)[O:22][N:20]=1)=[O:17])[CH3:25]. The yield is 0.614. The catalyst is O. The reactants are [Cl:1][C:2]1[CH:3]=[C:4]([C:8]2[O:9][C:10](=[O:17])[C:11](=CN(C)C)[N:12]=2)[CH:5]=[CH:6][CH:7]=1.[OH-].[Na+].[N:20]([O-:22])=O.[Na+].[CH2:24](O)[CH3:25].